This data is from Forward reaction prediction with 1.9M reactions from USPTO patents (1976-2016). The task is: Predict the product of the given reaction. (1) Given the reactants FC1C(O[C:9]([C:11]2[N:12]([CH3:32])[C:13]3[C:21]([CH:22]=2)=[C:20]2[C:16]([C:17](=[O:24])[NH:18][C:19]2=[O:23])=[C:15]([C:25]2[CH:30]=[CH:29][CH:28]=[CH:27][C:26]=2[Cl:31])[CH:14]=3)=[O:10])=C(F)C(F)=C(F)C=1F.[CH2:37]([CH2:39][NH2:40])[OH:38], predict the reaction product. The product is: [OH:38][CH2:37][CH2:39][NH:40][C:9]([C:11]1[N:12]([CH3:32])[C:13]2[C:21]([CH:22]=1)=[C:20]1[C:16]([C:17](=[O:24])[NH:18][C:19]1=[O:23])=[C:15]([C:25]1[CH:30]=[CH:29][CH:28]=[CH:27][C:26]=1[Cl:31])[CH:14]=2)=[O:10]. (2) Given the reactants Br[CH2:2][CH:3]=[CH2:4].[CH3:5][O:6][C:7]([C:9]1[C:14]([O:15][CH2:16][C:17]2[CH:22]=[CH:21][CH:20]=[CH:19][CH:18]=2)=[C:13]([OH:23])[C:12]([C:24](=[O:34])[NH:25][CH2:26][C:27]2[CH:32]=[CH:31][C:30]([F:33])=[CH:29][CH:28]=2)=[CH:11][N:10]=1)=[O:8].C(=O)([O-])[O-].[Cs+].[Cs+].[Cl-].[NH4+], predict the reaction product. The product is: [CH3:5][O:6][C:7]([C:9]1[N:10]([CH2:4][CH:3]=[CH2:2])[CH:11]=[C:12]([C:24](=[O:34])[NH:25][CH2:26][C:27]2[CH:32]=[CH:31][C:30]([F:33])=[CH:29][CH:28]=2)[C:13](=[O:23])[C:14]=1[O:15][CH2:16][C:17]1[CH:18]=[CH:19][CH:20]=[CH:21][CH:22]=1)=[O:8]. (3) Given the reactants [Cl:1][C:2]1[N:7]=[C:6]([N:8]2[CH2:13][CH2:12][O:11][CH2:10][CH2:9]2)[C:5](I)=[CH:4][N:3]=1.[C:15]([C:17]1[CH:18]=[C:19]([NH:23][C:24](=[O:36])[C@@H:25]([N:27]([CH3:35])[C:28](=[O:34])[O:29][C:30]([CH3:33])([CH3:32])[CH3:31])[CH3:26])[CH:20]=[CH:21][CH:22]=1)#[CH:16].O.C(OCC)(=O)C, predict the reaction product. The product is: [Cl:1][C:2]1[N:7]=[C:6]([N:8]2[CH2:13][CH2:12][O:11][CH2:10][CH2:9]2)[C:5]([C:16]#[C:15][C:17]2[CH:18]=[C:19]([NH:23][C:24](=[O:36])[C@@H:25]([N:27]([CH3:35])[C:28](=[O:34])[O:29][C:30]([CH3:31])([CH3:33])[CH3:32])[CH3:26])[CH:20]=[CH:21][CH:22]=2)=[CH:4][N:3]=1. (4) The product is: [F:1][C:2]1[CH:7]=[CH:6][C:5]([CH:8]2[O:12][C:11](=[O:13])[N:10]([C:26]([O:28][C:29]([CH3:32])([CH3:31])[CH3:30])=[O:27])[CH:9]2[CH2:14][C:15]2[CH:20]=[CH:19][CH:18]=[C:17]([S:21][C:22]([F:23])([F:24])[F:25])[CH:16]=2)=[CH:4][CH:3]=1. Given the reactants [F:1][C:2]1[CH:7]=[CH:6][C:5]([CH:8]2[O:12][C:11](=[O:13])[NH:10][CH:9]2[CH2:14][C:15]2[CH:20]=[CH:19][CH:18]=[C:17]([S:21][C:22]([F:25])([F:24])[F:23])[CH:16]=2)=[CH:4][CH:3]=1.[C:26](O[C:26]([O:28][C:29]([CH3:32])([CH3:31])[CH3:30])=[O:27])([O:28][C:29]([CH3:32])([CH3:31])[CH3:30])=[O:27].O, predict the reaction product. (5) Given the reactants [C:1]([O:5][C:6]([N:8]1[CH2:12][CH2:11][CH:10]([OH:13])[CH2:9]1)=[O:7])([CH3:4])([CH3:3])[CH3:2].C(N(C(C)C)CC)(C)C.[CH3:23][S:24](Cl)(=[O:26])=[O:25], predict the reaction product. The product is: [C:1]([O:5][C:6]([N:8]1[CH2:12][CH2:11][CH:10]([O:13][S:24]([CH3:23])(=[O:26])=[O:25])[CH2:9]1)=[O:7])([CH3:4])([CH3:2])[CH3:3]. (6) The product is: [O:23]1[CH2:24][CH2:25][CH2:26][CH2:27][CH:22]1[O:21][CH2:20][CH2:19][O:1][C:2]1[CH:3]=[CH:4][C:5]([C:6]([O:8][CH3:9])=[O:7])=[CH:10][CH:11]=1. Given the reactants [OH:1][C:2]1[CH:11]=[CH:10][C:5]([C:6]([O:8][CH3:9])=[O:7])=[CH:4][CH:3]=1.C([O-])([O-])=O.[K+].[K+].Br[CH2:19][CH2:20][O:21][CH:22]1[CH2:27][CH2:26][CH2:25][CH2:24][O:23]1, predict the reaction product. (7) Given the reactants Cl.[CH:2]1([CH2:5][O:6][C:7]2[CH:15]=[CH:14][C:10]3[O:11][CH2:12][O:13][C:9]=3[C:8]=2[C:16]2[CH:21]=[CH:20][N:19]=[C:18]3[C:22]([C:26]([NH:28][CH:29]4[CH2:34][CH2:33][NH:32][CH2:31][CH2:30]4)=[O:27])=[C:23]([CH3:25])[NH:24][C:17]=23)[CH2:4][CH2:3]1.C1CCN2C(=NCCC2)CC1.[C:46](Cl)(=[O:48])[CH3:47].CO, predict the reaction product. The product is: [C:46]([N:32]1[CH2:31][CH2:30][CH:29]([NH:28][C:26]([C:22]2[C:18]3=[N:19][CH:20]=[CH:21][C:16]([C:8]4[C:9]5[O:13][CH2:12][O:11][C:10]=5[CH:14]=[CH:15][C:7]=4[O:6][CH2:5][CH:2]4[CH2:4][CH2:3]4)=[C:17]3[NH:24][C:23]=2[CH3:25])=[O:27])[CH2:34][CH2:33]1)(=[O:48])[CH3:47]. (8) Given the reactants [F:1][C:2]1[CH:7]=[CH:6][C:5]([C:8]2C=C(C(O)C)[O:10][N:9]=2)=[CH:4][CH:3]=1.FC1C=CC(C2C=C(C(=O)C)ON=2)=CC=1.FC1C=CC(C=O)=CC=1.Cl.NO, predict the reaction product. The product is: [F:1][C:2]1[CH:7]=[CH:6][C:5]([CH:8]=[N:9][OH:10])=[CH:4][CH:3]=1. (9) Given the reactants [CH2:1]([C:3]([C:7]1[CH:8]=[C:9]2[C:14](=[CH:15][CH:16]=1)[CH:13]=[C:12]([OH:17])[CH:11]=[CH:10]2)(O)[CH2:4][CH3:5])[CH3:2].N1C=CC=CC=1.[F:24][C:25]([F:38])([F:37])[S:26](O[S:26]([C:25]([F:38])([F:37])[F:24])(=[O:28])=[O:27])(=[O:28])=[O:27], predict the reaction product. The product is: [CH2:1]([C:3]([C:7]1[CH:8]=[C:9]2[C:14](=[CH:15][CH:16]=1)[CH:13]=[C:12]([O:17][S:26]([C:25]([F:38])([F:37])[F:24])(=[O:28])=[O:27])[CH:11]=[CH:10]2)=[CH:4][CH3:5])[CH3:2]. (10) Given the reactants Cl[C:2]1[C:7]([CH3:8])=[C:6]([Cl:9])[N:5]=[CH:4][C:3]=1[C:10]([N:12]1[CH2:17][CH2:16][CH:15]([C:18]2[CH:23]=[CH:22][C:21]([F:24])=[CH:20][CH:19]=2)[CH2:14][CH2:13]1)=[O:11].[F:25][C:26]1[C:32]([F:33])=[CH:31][C:30]([F:34])=[CH:29][C:27]=1[NH2:28], predict the reaction product. The product is: [Cl:9][C:6]1[N:5]=[CH:4][C:3]([C:10]([N:12]2[CH2:17][CH2:16][CH:15]([C:18]3[CH:23]=[CH:22][C:21]([F:24])=[CH:20][CH:19]=3)[CH2:14][CH2:13]2)=[O:11])=[C:2]([NH:28][C:27]2[CH:29]=[C:30]([F:34])[CH:31]=[C:32]([F:33])[C:26]=2[F:25])[C:7]=1[CH3:8].